From a dataset of Full USPTO retrosynthesis dataset with 1.9M reactions from patents (1976-2016). Predict the reactants needed to synthesize the given product. (1) Given the product [F:1][C:2]1[CH:7]=[CH:6][C:5]([C:8]2[C:13](=[O:14])[N:12]([CH:15]([C:17]([OH:19])([CH3:24])[CH3:18])[CH3:16])[CH:11]=[C:10]([C:20]([O:22][CH3:23])=[O:21])[CH:9]=2)=[CH:4][CH:3]=1, predict the reactants needed to synthesize it. The reactants are: [F:1][C:2]1[CH:7]=[CH:6][C:5]([C:8]2[C:13](=[O:14])[N:12]([CH:15]([C:17](=[O:19])[CH3:18])[CH3:16])[CH:11]=[C:10]([C:20]([O:22][CH3:23])=[O:21])[CH:9]=2)=[CH:4][CH:3]=1.[CH3:24][Mg]Br. (2) Given the product [CH3:10][C:2]1[CH:3]=[C:4]([CH:7]=[CH:8][N:9]=1)[C:5]#[N:6], predict the reactants needed to synthesize it. The reactants are: Cl[C:2]1[CH:3]=[C:4]([CH:7]=[CH:8][N:9]=1)[C:5]#[N:6].[CH3:10][Al](C)C.Cl. (3) Given the product [CH:1]12[CH2:8][CH:5]([CH2:6][CH2:7]1)[CH2:4][CH:3]([N:10]1[CH2:11][CH2:12][C:13]3([O:20][C:19](=[O:21])[NH:18][C:17]4[CH:22]=[CH:23][CH:24]=[CH:25][C:16]3=4)[CH2:14][CH2:15]1)[CH2:2]2, predict the reactants needed to synthesize it. The reactants are: [CH:1]12[CH2:8][CH:5]([CH2:6][CH2:7]1)[CH2:4][C:3](=O)[CH2:2]2.[NH:10]1[CH2:15][CH2:14][C:13]2([O:20][C:19](=[O:21])[NH:18][C:17]3[CH:22]=[CH:23][CH:24]=[CH:25][C:16]2=3)[CH2:12][CH2:11]1.[BH4-].[Na+].[OH-].[Na+]. (4) The reactants are: C(OC([N:8]1[CH2:14][CH2:13][C:12]2[C:15]([S:20][C:21](=O)N(C)C)=[C:16]([Cl:19])[CH:17]=[CH:18][C:11]=2[CH2:10][CH2:9]1)=O)(C)(C)C.BrC[C:28]1[CH:29]=[C:30]([CH:35]=[CH:36][CH:37]=1)[C:31]([O:33][CH3:34])=[O:32]. Given the product [ClH:19].[Cl:19][C:16]1[CH:17]=[CH:18][C:11]2[CH2:10][CH2:9][NH:8][CH2:14][CH2:13][C:12]=2[C:15]=1[S:20][CH2:21][C:28]1[CH:37]=[CH:36][CH:35]=[C:30]([C:31]([O:33][CH3:34])=[O:32])[CH:29]=1, predict the reactants needed to synthesize it. (5) Given the product [CH2:1]([O:8][C:9]1[CH:10]=[CH:11][C:12]2=[C:13]([CH:23]=1)[O:14][CH2:15][CH2:16][C:17]([C:18]([O:20][CH2:21][CH3:22])=[O:19])=[CH:24]2)[C:2]1[CH:3]=[CH:4][CH:5]=[CH:6][CH:7]=1, predict the reactants needed to synthesize it. The reactants are: [CH2:1]([O:8][C:9]1[CH:10]=[CH:11][C:12]([CH:24]=O)=[C:13]([CH:23]=1)[O:14][CH2:15][CH2:16][CH2:17][C:18]([O:20][CH2:21][CH3:22])=[O:19])[C:2]1[CH:7]=[CH:6][CH:5]=[CH:4][CH:3]=1.CC([O-])(C)C.[K+].